This data is from Full USPTO retrosynthesis dataset with 1.9M reactions from patents (1976-2016). The task is: Predict the reactants needed to synthesize the given product. (1) Given the product [C:7]([C:8]1[CH:9]=[C:10]([C:15]([NH:18][C:19](=[O:21])[CH3:20])=[CH:16][CH:17]=1)[C:11]([O:13][CH3:14])=[O:12])([C:22]1[CH:23]=[C:24]([C:29]([NH:32][C:33](=[O:35])[CH3:34])=[CH:30][CH:31]=1)[C:25]([O:27][CH3:28])=[O:26])=[O:36], predict the reactants needed to synthesize it. The reactants are: [O-][Mn](=O)(=O)=O.[K+].[CH2:7]([C:22]1[CH:23]=[C:24]([C:29]([NH:32][C:33](=[O:35])[CH3:34])=[CH:30][CH:31]=1)[C:25]([O:27][CH3:28])=[O:26])[C:8]1[CH:9]=[C:10]([C:15]([NH:18][C:19](=[O:21])[CH3:20])=[CH:16][CH:17]=1)[C:11]([O:13][CH3:14])=[O:12].[O-:36]S([O-])(=O)=O.[Mg+2]. (2) Given the product [CH3:28][C@H:26]1[O:27][C@@H:22]([CH3:21])[CH2:23][N:24]([C:29]2[C:34]([F:35])=[C:33]([F:36])[C:32](/[CH:37]=[N:38]/[N:39]3[CH2:40][CH2:41][O:7][CH2:42][CH2:43]3)=[CH:31][C:30]=2[CH2:44][OH:45])[CH2:25]1, predict the reactants needed to synthesize it. The reactants are: C[C@H]1[O:7][C@@H](C)CN(C2C(CO)=CC(C=O)=C(F)C=2F)C1.[CH3:21][C@H:22]1[O:27][C@@H:26]([CH3:28])[CH2:25][N:24]([C:29]2[C:34]([F:35])=[C:33]([F:36])[C:32](/[CH:37]=[N:38]\[N:39]3[CH2:43][CH2:42][CH2:41][CH2:40]3)=[CH:31][C:30]=2[CH2:44][OH:45])[CH2:23]1. (3) Given the product [NH2:13][C:11]1[S:12][C:7]2[CH:8]=[CH:9][C:4]([F:3])=[CH:5][C:6]=2[N:10]=1, predict the reactants needed to synthesize it. The reactants are: BrBr.[F:3][C:4]1[CH:5]=[C:6]([NH:10][C:11]([NH2:13])=[S:12])[CH:7]=[CH:8][CH:9]=1. (4) Given the product [OH:9][CH2:8][CH:4]1[CH2:3][CH:2]([OH:1])[CH2:7][CH2:6][O:5]1, predict the reactants needed to synthesize it. The reactants are: [O:1]=[C:2]1[CH2:7][CH2:6][O:5][CH:4]([C:8](O)=[O:9])[CH2:3]1.C1COCC1. (5) Given the product [OH:13][NH:12][C:10]([C:9]1[C:4]2[CH:3]=[N:2][NH:1][C:5]=2[N:6]=[CH:7][CH:8]=1)=[NH:11], predict the reactants needed to synthesize it. The reactants are: [NH:1]1[C:5]2[N:6]=[CH:7][CH:8]=[C:9]([C:10]#[N:11])[C:4]=2[CH:3]=[N:2]1.[NH2:12][OH:13]. (6) Given the product [ClH:11].[NH:1]1[CH2:8][CH2:7][CH2:6][C@H:2]1[C:3]([O:5][CH2:13][CH3:14])=[O:4], predict the reactants needed to synthesize it. The reactants are: [NH:1]1[CH2:8][CH2:7][CH2:6][C@H:2]1[C:3]([OH:5])=[O:4].S(Cl)([Cl:11])=O.[CH2:13](O)[CH3:14]. (7) Given the product [CH3:5][CH:4]([CH3:6])[CH2:3][CH:2]=[C:38]1[CH2:39][CH2:40][C:35]2([O:34][CH2:33][CH2:32][O:31]2)[CH2:36][CH2:37]1, predict the reactants needed to synthesize it. The reactants are: [I-].[CH2:2]([P+](C1C=CC=CC=1)(C1C=CC=CC=1)C1C=CC=CC=1)[CH2:3][CH:4]([CH3:6])[CH3:5].C([Li])CCC.[O:31]1[C:35]2([CH2:40][CH2:39][C:38](=O)[CH2:37][CH2:36]2)[O:34][CH2:33][CH2:32]1.C(OCC)(=O)C.